From a dataset of Full USPTO retrosynthesis dataset with 1.9M reactions from patents (1976-2016). Predict the reactants needed to synthesize the given product. (1) Given the product [C:11]1([CH3:14])[CH:12]=[CH:13][C:8]([C:5]2[O:4][C:3]([CH2:2][S:27][C:26]3[N:22]([C:17]4[CH:18]=[CH:19][CH:20]=[CH:21][C:16]=4[Cl:15])[C:23]([C:28]4[CH:33]=[CH:32][N:31]=[C:30]([OH:34])[CH:29]=4)=[N:24][N:25]=3)=[N:7][N:6]=2)=[CH:9][CH:10]=1, predict the reactants needed to synthesize it. The reactants are: Cl[CH2:2][C:3]1[O:4][C:5]([C:8]2[CH:13]=[CH:12][C:11]([CH3:14])=[CH:10][CH:9]=2)=[N:6][N:7]=1.[Cl:15][C:16]1[CH:21]=[CH:20][CH:19]=[CH:18][C:17]=1[N:22]1[C:26]([SH:27])=[N:25][N:24]=[C:23]1[C:28]1[CH:33]=[CH:32][N:31]=[C:30]([OH:34])[CH:29]=1.C([O-])([O-])=O.[K+].[K+]. (2) Given the product [CH3:1][O:2][C:3]([C:5]1[S:9][C:8]2[CH:10]=[C:11]([Cl:14])[CH:12]=[CH:13][C:7]=2[C:6]=1[O:15][CH2:23][C:24]([O:26][C:27]([CH3:30])([CH3:29])[CH3:28])=[O:25])=[O:4], predict the reactants needed to synthesize it. The reactants are: [CH3:1][O:2][C:3]([C:5]1[S:9][C:8]2[CH:10]=[C:11]([Cl:14])[CH:12]=[CH:13][C:7]=2[C:6]=1[OH:15])=[O:4].C([O-])([O-])=O.[K+].[K+].Br[CH2:23][C:24]([O:26][C:27]([CH3:30])([CH3:29])[CH3:28])=[O:25].O. (3) Given the product [Cl:15][C:14]1[N:13]=[C:20]([Cl:21])[N:19]=[C:17]([C:7]2[CH:6]=[C:5]([Cl:4])[CH:10]=[CH:9][C:8]=2[CH3:11])[N:16]=1, predict the reactants needed to synthesize it. The reactants are: [Mg].II.[Cl:4][C:5]1[CH:10]=[CH:9][C:8]([CH3:11])=[C:7](I)[CH:6]=1.[N:13]1[C:20]([Cl:21])=[N:19][C:17](Cl)=[N:16][C:14]=1[Cl:15]. (4) Given the product [CH3:22][O:21][C:19]([C:15]1([CH3:1])[O:16][CH2:17][CH2:18][N:13]([C:23]([O:25][C:26]([CH3:29])([CH3:28])[CH3:27])=[O:24])[CH2:14]1)=[O:20], predict the reactants needed to synthesize it. The reactants are: [CH:1](NC(C)C)(C)C.[Li]CCCC.[N:13]1([C:23]([O:25][C:26]([CH3:29])([CH3:28])[CH3:27])=[O:24])[CH2:18][CH2:17][O:16][CH:15]([C:19]([O:21][CH3:22])=[O:20])[CH2:14]1. (5) The reactants are: I[C:2]1[CH:7]=[CH:6][C:5]([C:8]2[O:9][C:10]3[CH:16]=[CH:15][CH:14]=[CH:13][C:11]=3[N:12]=2)=[CH:4][CH:3]=1.[Br:17][C:18]1[CH:23]=[CH:22][CH:21]=[CH:20][C:19]=1B(O)O.C1(C)C=CC=CC=1P(C1C=CC=CC=1C)C1C=CC=CC=1C.C(=O)([O-])[O-].[K+].[K+]. Given the product [Br:17][C:18]1[CH:23]=[CH:22][CH:21]=[CH:20][C:19]=1[C:2]1[CH:7]=[CH:6][C:5]([C:8]2[O:9][C:10]3[CH:16]=[CH:15][CH:14]=[CH:13][C:11]=3[N:12]=2)=[CH:4][CH:3]=1, predict the reactants needed to synthesize it. (6) Given the product [Cl:39][C:35]1[CH:34]=[C:33]([CH:38]=[CH:37][CH:36]=1)[CH2:32][NH:31][C:27]1[N:26]=[C:25]([C:24]2[C:19]3[C:20](=[N:21][C:16]([NH:15][CH2:14][CH:11]4[CH2:10][CH2:9][NH:8][CH2:13][CH2:12]4)=[N:17][CH:18]=3)[NH:22][N:23]=2)[CH:30]=[CH:29][N:28]=1, predict the reactants needed to synthesize it. The reactants are: C(OC([N:8]1[CH2:13][CH2:12][CH:11]([CH2:14][NH:15][C:16]2[N:21]=[C:20]3[NH:22][N:23]=[C:24]([C:25]4[CH:30]=[CH:29][N:28]=[C:27]([NH:31][CH2:32][C:33]5[CH:38]=[CH:37][CH:36]=[C:35]([Cl:39])[CH:34]=5)[N:26]=4)[C:19]3=[CH:18][N:17]=2)[CH2:10][CH2:9]1)=O)(C)(C)C.Cl. (7) Given the product [Br:1][C:5]1[C:4](=[O:3])[NH:9][C:8]([C:10]([OH:12])=[O:11])=[CH:7][CH:6]=1, predict the reactants needed to synthesize it. The reactants are: [Br:1]Br.[O:3]=[C:4]1[NH:9][C:8]([C:10]([OH:12])=[O:11])=[CH:7][CH:6]=[CH:5]1.